This data is from Reaction yield outcomes from USPTO patents with 853,638 reactions. The task is: Predict the reaction yield, written as a fraction of the theoretical maximum amount of product (1.0 means a 100% yield; for example, 0.34 means a 34% yield). The reactants are O[Li].O.[CH3:4][C@H:5]1[C:13]2[C:12]([N:14]3[CH2:19][CH2:18][N:17]([C:20]([O:22][C:23]([CH3:26])([CH3:25])[CH3:24])=[O:21])[CH2:16][CH2:15]3)=[N:11][CH:10]=[N:9][C:8]=2[C@H:7]([O:27]C(=O)C2C=CC([N+]([O-])=O)=CC=2)[CH2:6]1.C1COCC1. The catalyst is O. The product is [OH:27][C@H:7]1[C:8]2[N:9]=[CH:10][N:11]=[C:12]([N:14]3[CH2:19][CH2:18][N:17]([C:20]([O:22][C:23]([CH3:26])([CH3:25])[CH3:24])=[O:21])[CH2:16][CH2:15]3)[C:13]=2[C@H:5]([CH3:4])[CH2:6]1. The yield is 1.00.